Dataset: Forward reaction prediction with 1.9M reactions from USPTO patents (1976-2016). Task: Predict the product of the given reaction. (1) Given the reactants [Cl:1][C:2]1[C:10]([N+:11]([O-:13])=[O:12])=[CH:9][C:5]([C:6]([OH:8])=[O:7])=[CH:4][C:3]=1[N+:14]([O-:16])=[O:15].S(=O)(=O)(O)O.[CH:22]1([CH2:28][CH2:29]O)[CH2:27][CH2:26][CH2:25][CH2:24][CH2:23]1.S1(CCCC1)(=O)=O, predict the reaction product. The product is: [Cl:1][C:2]1[C:3]([N+:14]([O-:16])=[O:15])=[CH:4][C:5]([C:6]([O:8][CH2:29][CH2:28][CH:22]2[CH2:27][CH2:26][CH2:25][CH2:24][CH2:23]2)=[O:7])=[CH:9][C:10]=1[N+:11]([O-:13])=[O:12]. (2) Given the reactants Br[C:2]1[CH:3]=[C:4]([CH:17]=[CH:18][C:19]=1[F:20])[CH2:5][C:6]1[C:15]2[CH2:14][CH2:13][CH2:12][CH2:11][C:10]=2[C:9](=[O:16])[NH:8][N:7]=1.C(=O)([O-])[O-].[K+].[K+].[C:27](#[N:29])[CH3:28], predict the reaction product. The product is: [NH2:29][C:27]1[CH:18]=[CH:19][C:2]([C:2]2[C:19]([F:20])=[CH:18][CH:17]=[C:4]([CH2:5][C:6]3[C:15]4[CH2:14][CH2:13][CH2:12][CH2:11][C:10]=4[C:9](=[O:16])[NH:8][N:7]=3)[CH:3]=2)=[CH:3][CH:28]=1. (3) Given the reactants [CH:1]1([C:4]2[CH:5]=[C:6]([C:18]#[CH:19])[CH:7]=[C:8]3[C:13]=2[O:12][C:11]([CH3:15])([CH3:14])[CH2:10][C:9]3([CH3:17])[CH3:16])[CH2:3][CH2:2]1.[CH2:20]([O:22][C:23](=[O:31])[C:24]1[CH:29]=[CH:28][C:27](I)=[CH:26][CH:25]=1)[CH3:21].C(N(CC)CC)C.O1CCCC1, predict the reaction product. The product is: [CH2:20]([O:22][C:23](=[O:31])[C:24]1[CH:29]=[CH:28][C:27]([C:19]#[C:18][C:6]2[CH:7]=[C:8]3[C:13](=[C:4]([CH:1]4[CH2:3][CH2:2]4)[CH:5]=2)[O:12][C:11]([CH3:14])([CH3:15])[CH2:10][C:9]3([CH3:17])[CH3:16])=[CH:26][CH:25]=1)[CH3:21].